This data is from Forward reaction prediction with 1.9M reactions from USPTO patents (1976-2016). The task is: Predict the product of the given reaction. (1) Given the reactants [CH3:1][C:2]1[CH:7]=[CH:6][C:5]([C:8]2[CH:9]=[CH:10][N:11]3[C:16]([C:17]=2[CH3:18])=[C:15]([CH:19]2[CH2:21][CH2:20]2)[CH:14]=[C:13]([C:22]([O:24]CC)=[O:23])[C:12]3=[O:27])=[CH:4][CH:3]=1.[Li+].[OH-].Cl.C(OCC)(=O)C, predict the reaction product. The product is: [CH3:1][C:2]1[CH:3]=[CH:4][C:5]([C:8]2[CH:9]=[CH:10][N:11]3[C:16]([C:17]=2[CH3:18])=[C:15]([CH:19]2[CH2:20][CH2:21]2)[CH:14]=[C:13]([C:22]([OH:24])=[O:23])[C:12]3=[O:27])=[CH:6][CH:7]=1. (2) Given the reactants [F:1][C:2]([F:14])([F:13])[O:3][C:4]1[CH:9]=[CH:8][C:7]([CH:10]2[CH2:12][O:11]2)=[CH:6][CH:5]=1.[CH3:15][O-:16].[Na+].C(OCC)(=O)C, predict the reaction product. The product is: [CH3:15][O:16][CH2:12][CH:10]([C:7]1[CH:6]=[CH:5][C:4]([O:3][C:2]([F:1])([F:13])[F:14])=[CH:9][CH:8]=1)[OH:11]. (3) The product is: [NH2:27][C:25]1[CH:24]=[CH:23][C:3]([O:4][C:5]2[CH:10]=[CH:9][N:8]=[C:7]3[CH:11]=[C:12]([C:14]([N:16]4[CH2:17][CH2:18][N:19]([CH3:22])[CH2:20][CH2:21]4)=[O:15])[S:13][C:6]=23)=[C:2]([F:1])[CH:26]=1. Given the reactants [F:1][C:2]1[CH:26]=[C:25]([N+:27]([O-])=O)[CH:24]=[CH:23][C:3]=1[O:4][C:5]1[CH:10]=[CH:9][N:8]=[C:7]2[CH:11]=[C:12]([C:14]([N:16]3[CH2:21][CH2:20][N:19]([CH3:22])[CH2:18][CH2:17]3)=[O:15])[S:13][C:6]=12.[Cl-].[NH4+], predict the reaction product. (4) Given the reactants [Br:1][C:2]1[C:3]([C:9]#[N:10])=[N:4][CH:5]=[C:6](F)[CH:7]=1.Cl.[NH2:12][C@H:13]([CH:17]([CH3:19])[CH3:18])[C:14]([NH2:16])=[O:15].CCN(C(C)C)C(C)C.O, predict the reaction product. The product is: [Br:1][C:2]1[CH:7]=[C:6]([NH:12][C@H:13]([CH:17]([CH3:19])[CH3:18])[C:14]([NH2:16])=[O:15])[CH:5]=[N:4][C:3]=1[C:9]#[N:10]. (5) Given the reactants [CH2:1]([CH:3]([CH2:20][CH3:21])[CH:4]([C:10]1[CH:19]=[CH:18][C:13]2[N:14]=[C:15](N)[S:16][C:12]=2[CH:11]=1)[N:5]1[CH:9]=[CH:8][N:7]=[CH:6]1)[CH3:2].[BrH:22].N([O-])=O.[Na+].C([O-])(O)=O.[Na+], predict the reaction product. The product is: [Br:22][C:15]1[S:16][C:12]2[CH:11]=[C:10]([CH:4]([N:5]3[CH:9]=[CH:8][N:7]=[CH:6]3)[CH:3]([CH2:20][CH3:21])[CH2:1][CH3:2])[CH:19]=[CH:18][C:13]=2[N:14]=1.